From a dataset of Forward reaction prediction with 1.9M reactions from USPTO patents (1976-2016). Predict the product of the given reaction. (1) Given the reactants [C:1]([O:5][C:6]([N:8]1[CH2:15][C@@H:14]([OH:16])[CH2:13][C@H:9]1[C:10]([OH:12])=O)=[O:7])([CH3:4])([CH3:3])[CH3:2].[CH:18]1[CH:18]=[CH:19][C:20]2[N:25](O)N=[N:25][C:20]=2[CH:19]=1.O.C(Cl)CCl.Cl.C([O-])([O-])=O.[K+].[K+], predict the reaction product. The product is: [N:25]1([C:10]([C@@H:9]2[CH2:13][C@H:14]([OH:16])[CH2:15][N:8]2[C:6]([O:5][C:1]([CH3:2])([CH3:3])[CH3:4])=[O:7])=[O:12])[CH2:20][CH2:19][CH2:18]1. (2) Given the reactants [CH2:1]([NH:3][C:4]1[C:9]([NH:10][CH2:11][CH3:12])=[CH:8][CH:7]=[CH:6][C:5]=1[NH2:13])[CH3:2].CC1N=C(O)C2[C:19](=[N:21][O:22][N:23]=2)[N:20]=1.[C:25](O)(=O)[CH3:26], predict the reaction product. The product is: [NH2:20][C:19]1[C:2]([C:1]2[N:10]([CH2:11][CH3:12])[C:9]3[CH:8]=[CH:7][CH:6]=[C:5]([NH:13][CH2:25][CH3:26])[C:4]=3[N:3]=2)=[N:23][O:22][N:21]=1. (3) Given the reactants Cl[C:2]1[N:7]=[C:6]([C:8]2[S:12][C:11]([N:13]3[CH2:18][CH2:17][O:16][CH2:15][CH2:14]3)=[N:10][C:9]=2[C:19]2[C:20]([F:35])=[C:21]([NH:25][S:26]([C:29]3[CH:30]=[N:31][CH:32]=[CH:33][CH:34]=3)(=[O:28])=[O:27])[CH:22]=[CH:23][CH:24]=2)[CH:5]=[CH:4][N:3]=1.[NH3:36].CC(O)C, predict the reaction product. The product is: [NH2:36][C:2]1[N:7]=[C:6]([C:8]2[S:12][C:11]([N:13]3[CH2:18][CH2:17][O:16][CH2:15][CH2:14]3)=[N:10][C:9]=2[C:19]2[C:20]([F:35])=[C:21]([NH:25][S:26]([C:29]3[CH:30]=[N:31][CH:32]=[CH:33][CH:34]=3)(=[O:28])=[O:27])[CH:22]=[CH:23][CH:24]=2)[CH:5]=[CH:4][N:3]=1.[CH2:15]([O:16][CH2:17][CH3:18])[CH3:14].